This data is from Reaction yield outcomes from USPTO patents with 853,638 reactions. The task is: Predict the reaction yield, written as a fraction of the theoretical maximum amount of product (1.0 means a 100% yield; for example, 0.34 means a 34% yield). (1) The reactants are [N:1]1[CH:2]=[CH:3][N:4]2[C:9]=1[CH:8]=[CH:7][C:6]([C:10]1[CH:18]=[CH:17][C:13]([C:14]([OH:16])=[O:15])=[CH:12][CH:11]=1)=[N:5]2.C1C(=O)N([Br:26])C(=O)C1. The catalyst is C(Cl)Cl.C(#N)C. The product is [Br:26][C:3]1[N:4]2[N:5]=[C:6]([C:10]3[CH:18]=[CH:17][C:13]([C:14]([OH:16])=[O:15])=[CH:12][CH:11]=3)[CH:7]=[CH:8][C:9]2=[N:1][CH:2]=1. The yield is 0.930. (2) The reactants are [CH3:1][NH:2][C:3]1([C:15]#[N:16])[CH2:8][CH2:7][CH:6]([C:9]2[CH:14]=[CH:13][CH:12]=[CH:11][CH:10]=2)[CH2:5][CH2:4]1.[O-:17][C:18]#N.[K+].Cl.C(O)(=[O:24])C. The catalyst is O. The product is [CH3:1][N:2]1[C:3]2([CH2:4][CH2:5][CH:6]([C:9]3[CH:14]=[CH:13][CH:12]=[CH:11][CH:10]=3)[CH2:7][CH2:8]2)[C:15](=[O:24])[NH:16][C:18]1=[O:17]. The yield is 0.780. (3) The reactants are NO.Cl.[OH-].[Na+].[Cl:6][C:7]1[CH:12]=[CH:11][C:10]([C:13]2[NH:14][C:15]3[N:16]([N:20]=[C:21]([CH2:31][CH3:32])[C:22]=3[C:23](/[N:25]=[C:26](/[N:28](C)C)\[CH3:27])=[O:24])[C:17](=[O:19])[CH:18]=2)=[CH:9][C:8]=1[O:33][CH3:34]. The catalyst is CC(O)=O.O1CCOCC1. The product is [Cl:6][C:7]1[CH:12]=[CH:11][C:10]([C:13]2[NH:14][C:15]3[N:16]([N:20]=[C:21]([CH2:31][CH3:32])[C:22]=3[C:23]3[O:24][N:28]=[C:26]([CH3:27])[N:25]=3)[C:17](=[O:19])[CH:18]=2)=[CH:9][C:8]=1[O:33][CH3:34]. The yield is 0.150. (4) The reactants are [C:1]([C:4]1[CH:5]=[C:6]2[C:10](=[CH:11][CH:12]=1)[CH2:9][CH2:8][CH2:7]2)(=O)[CH3:2].[N:13]1[CH:18]=[CH:17][CH:16]=[CH:15][C:14]=1[O:19][CH2:20][CH2:21][NH2:22]. No catalyst specified. The product is [CH2:9]1[C:10]2[C:6](=[CH:5][C:4]([CH:1]([NH:22][CH2:21][CH2:20][O:19][C:14]3[CH:15]=[CH:16][CH:17]=[CH:18][N:13]=3)[CH3:2])=[CH:12][CH:11]=2)[CH2:7][CH2:8]1. The yield is 0.730. (5) The reactants are [CH3:1][C:2]1[O:6][C:5]([C:7]2[CH:12]=[CH:11][CH:10]=[CH:9][CH:8]=2)=[N:4][C:3]=1[CH2:13][O:14][C:15]1[N:20]=[CH:19][C:18]([CH2:21][O:22][C:23]2[CH:28]=[CH:27][CH:26]=[CH:25][C:24]=2[CH2:29][C:30]([O:32]C)=[O:31])=[CH:17][CH:16]=1.O1CCCC1.[OH-].[Na+].Cl. The catalyst is O.CO. The product is [CH3:1][C:2]1[O:6][C:5]([C:7]2[CH:8]=[CH:9][CH:10]=[CH:11][CH:12]=2)=[N:4][C:3]=1[CH2:13][O:14][C:15]1[N:20]=[CH:19][C:18]([CH2:21][O:22][C:23]2[CH:28]=[CH:27][CH:26]=[CH:25][C:24]=2[CH2:29][C:30]([OH:32])=[O:31])=[CH:17][CH:16]=1. The yield is 0.970. (6) The reactants are [C:1]([CH:5]1[CH2:13][C:12]2[C:7](=[CH:8][C:9]([N+:14]([O-:16])=[O:15])=[CH:10][CH:11]=2)[NH:6]1)([CH3:4])([CH3:3])[CH3:2].C(C1C(=O)C(Cl)=C(Cl)C(=O)C=1C#N)#N. The catalyst is O1CCOCC1. The product is [C:1]([C:5]1[NH:6][C:7]2[C:12]([CH:13]=1)=[CH:11][CH:10]=[C:9]([N+:14]([O-:16])=[O:15])[CH:8]=2)([CH3:4])([CH3:2])[CH3:3]. The yield is 0.800. (7) The reactants are Cl.[NH2:2][C:3]1[C:4]2[C:14]([O:15][CH2:16][C@H:17]3[CH2:22][CH2:21][CH2:20][NH:19][CH2:18]3)=[CH:13][CH:12]=[CH:11][C:5]=2[NH:6][S:7](=[O:10])(=[O:9])[N:8]=1.[CH3:23][NH:24][C:25]1[CH:26]=[C:27]([CH:31]=[CH:32][N:33]=1)[C:28](O)=[O:29]. No catalyst specified. The product is [NH2:2][C:3]1[C:4]2[C:14]([O:15][CH2:16][C@H:17]3[CH2:22][CH2:21][CH2:20][N:19]([C:28]([C:27]4[CH:31]=[CH:32][N:33]=[C:25]([NH:24][CH3:23])[CH:26]=4)=[O:29])[CH2:18]3)=[CH:13][CH:12]=[CH:11][C:5]=2[NH:6][S:7](=[O:9])(=[O:10])[N:8]=1. The yield is 0.440. (8) The reactants are [F:1][C:2]1[CH:3]=[CH:4][C:5]2[S:9][C:8]([S:10](Cl)(=[O:12])=[O:11])=[C:7]([CH3:14])[C:6]=2[CH:15]=1.[NH2:16][C:17]1[CH:18]=[C:19]([CH:23]=[CH:24][CH:25]=1)[C:20]([OH:22])=[O:21]. No catalyst specified. The product is [F:1][C:2]1[CH:3]=[CH:4][C:5]2[S:9][C:8]([S:10]([NH:16][C:17]3[CH:18]=[C:19]([CH:23]=[CH:24][CH:25]=3)[C:20]([OH:22])=[O:21])(=[O:12])=[O:11])=[C:7]([CH3:14])[C:6]=2[CH:15]=1. The yield is 0.450. (9) The reactants are [OH:1][C:2]1[CH:3]=[C:4]([CH:8]=[CH:9][C:10]=1[I:11])[C:5]([OH:7])=O.C([N:14]([CH:18]([CH3:20])[CH3:19])C(C)C)C.[CH3:21]N(C(ON1N=NC2C=CC=NC1=2)=[N+](C)C)C.F[P-](F)(F)(F)(F)F. The catalyst is C1COCC1.C(N)(C)(C)C.C(OCC)(=O)C. The product is [C:18]([NH:14][C:5](=[O:7])[C:4]1[CH:8]=[CH:9][C:10]([I:11])=[C:2]([OH:1])[CH:3]=1)([CH3:20])([CH3:21])[CH3:19]. The yield is 0.600. (10) The reactants are [N+:1]([C:4]1[CH:9]=[CH:8][C:7]([C:10]2[S:11][CH:12]=[CH:13][CH:14]=2)=[CH:6][C:5]=1[NH:15][C:16]([NH:18][CH2:19][CH:20]1[CH2:25][CH2:24][NH:23][CH2:22][CH2:21]1)=[O:17])([O-])=O.[CH3:26]O. The catalyst is [Pd]. The product is [NH2:1][C:4]1[CH:9]=[CH:8][C:7]([C:10]2[S:11][CH:12]=[CH:13][CH:14]=2)=[CH:6][C:5]=1[NH:15][C:16]([NH:18][CH2:19][CH:20]1[CH2:25][CH2:24][N:23]([CH3:26])[CH2:22][CH2:21]1)=[O:17]. The yield is 0.670.